From a dataset of Reaction yield outcomes from USPTO patents with 853,638 reactions. Predict the reaction yield, written as a fraction of the theoretical maximum amount of product (1.0 means a 100% yield; for example, 0.34 means a 34% yield). (1) The reactants are [Cl:1][C:2]1[C:9](I)=[C:8]([F:11])[CH:7]=[CH:6][C:3]=1[C:4]#[N:5].[C:12]([Si:14]([CH3:17])([CH3:16])[CH3:15])#[CH:13].[NH4+].[Cl-]. The catalyst is Cl[Pd](Cl)([P](C1C=CC=CC=1)(C1C=CC=CC=1)C1C=CC=CC=1)[P](C1C=CC=CC=1)(C1C=CC=CC=1)C1C=CC=CC=1.[Cu]I.C1COCC1. The product is [Cl:1][C:2]1[C:9]([C:13]#[C:12][Si:14]([CH3:17])([CH3:16])[CH3:15])=[C:8]([F:11])[CH:7]=[CH:6][C:3]=1[C:4]#[N:5]. The yield is 0.910. (2) The product is [CH2:20]([C:17]1[CH:18]=[CH:19][C:14]([O:13][CH2:12][C@@H:8]2[CH2:9][CH2:10][CH2:11][N:7]2[CH2:6][CH2:5][CH2:4][CH2:3][OH:2])=[CH:15][CH:16]=1)[C:21]1[CH:22]=[CH:23][CH:24]=[CH:25][CH:26]=1. The yield is 0.790. The reactants are C[O:2][C:3](=O)[CH2:4][CH2:5][CH2:6][N:7]1[CH2:11][CH2:10][CH2:9][C@H:8]1[CH2:12][O:13][C:14]1[CH:19]=[CH:18][C:17]([CH2:20][C:21]2[CH:26]=[CH:25][CH:24]=[CH:23][CH:22]=2)=[CH:16][CH:15]=1.[H-].C([Al+]CC(C)C)C(C)C.CC(O)=O. The catalyst is C1(C)C=CC=CC=1.